This data is from Forward reaction prediction with 1.9M reactions from USPTO patents (1976-2016). The task is: Predict the product of the given reaction. Given the reactants [I:1][C:2]1[C:10]2[C:5](=[CH:6][CH:7]=[C:8]([C:11]3[N:15]=[C:14]([NH:16][C:17](=[O:23])[O:18][C:19]([CH3:22])([CH3:21])[CH3:20])[S:13][N:12]=3)[CH:9]=2)[NH:4][CH:3]=1.[H-].[Na+].[CH3:26][C:27]1[CH:32]=[CH:31][C:30]([S:33](Cl)(=[O:35])=[O:34])=[CH:29][CH:28]=1, predict the reaction product. The product is: [I:1][C:2]1[C:10]2[C:5](=[CH:6][CH:7]=[C:8]([C:11]3[N:15]=[C:14]([NH:16][C:17](=[O:23])[O:18][C:19]([CH3:20])([CH3:22])[CH3:21])[S:13][N:12]=3)[CH:9]=2)[N:4]([S:33]([C:30]2[CH:31]=[CH:32][C:27]([CH3:26])=[CH:28][CH:29]=2)(=[O:35])=[O:34])[CH:3]=1.